From a dataset of Reaction yield outcomes from USPTO patents with 853,638 reactions. Predict the reaction yield, written as a fraction of the theoretical maximum amount of product (1.0 means a 100% yield; for example, 0.34 means a 34% yield). (1) The reactants are [F:1][C:2]1([F:13])[CH2:7][CH2:6][CH:5]([C:8]([O:10]CC)=[O:9])[CH2:4][CH2:3]1.O.O.[OH-].[Li+].Cl. The catalyst is C1COCC1.CCOC(C)=O. The product is [F:1][C:2]1([F:13])[CH2:3][CH2:4][CH:5]([C:8]([OH:10])=[O:9])[CH2:6][CH2:7]1. The yield is 0.970. (2) The reactants are [CH3:1][C:2]1([CH3:20])[CH2:6][C:5]2[C:7]([CH3:19])=[C:8]([N:13]3[CH2:18][CH2:17][NH:16][CH2:15][CH2:14]3)[C:9]([CH3:12])=[C:10]([CH3:11])[C:4]=2[O:3]1.Br[C:22]1[CH:23]=[CH:24][C:25]([F:29])=[C:26]([CH3:28])[CH:27]=1. No catalyst specified. The product is [F:29][C:25]1[CH:24]=[CH:23][C:22]([N:16]2[CH2:15][CH2:14][N:13]([C:8]3[C:9]([CH3:12])=[C:10]([CH3:11])[C:4]4[O:3][C:2]([CH3:20])([CH3:1])[CH2:6][C:5]=4[C:7]=3[CH3:19])[CH2:18][CH2:17]2)=[CH:27][C:26]=1[CH3:28]. The yield is 0.600.